The task is: Predict the reaction yield, written as a fraction of the theoretical maximum amount of product (1.0 means a 100% yield; for example, 0.34 means a 34% yield).. This data is from Reaction yield outcomes from USPTO patents with 853,638 reactions. (1) The reactants are [CH2:1]([N:5]1[CH2:13][C:12]2[C:7](=[CH:8][CH:9]=[C:10]([OH:14])[CH:11]=2)[C:6]1=[O:15])[CH2:2][CH2:3][CH3:4].C([O-])([O-])=O.[K+].[K+].CS(O[CH2:27][C:28]1[C:29]([CH3:41])=[N:30][C:31]([CH3:40])=[CH:32][C:33]=1[C:34]1[CH:39]=[CH:38][CH:37]=[CH:36][CH:35]=1)(=O)=O.[OH-].[Na+]. The catalyst is CN(C=O)C.O. The product is [CH2:1]([N:5]1[CH2:13][C:12]2[C:7](=[CH:8][CH:9]=[C:10]([O:14][CH2:27][C:28]3[C:29]([CH3:41])=[N:30][C:31]([CH3:40])=[CH:32][C:33]=3[C:34]3[CH:35]=[CH:36][CH:37]=[CH:38][CH:39]=3)[CH:11]=2)[C:6]1=[O:15])[CH2:2][CH2:3][CH3:4]. The yield is 0.190. (2) The reactants are [CH2:1]([C:5]1[CH:10]=[CH:9][C:8]([NH:11][CH3:12])=[CH:7][CH:6]=1)[CH2:2][CH2:3][CH3:4].[H-].[Na+].[C:15]([O:19][C:20](=[O:24])[CH:21](Br)[CH3:22])([CH3:18])([CH3:17])[CH3:16]. The catalyst is CN(C)C=O. The product is [C:15]([O:19][C:20](=[O:24])[CH:21]([N:11]([C:8]1[CH:9]=[CH:10][C:5]([CH2:1][CH2:2][CH2:3][CH3:4])=[CH:6][CH:7]=1)[CH3:12])[CH3:22])([CH3:18])([CH3:17])[CH3:16]. The yield is 0.420. (3) The reactants are [Cl:1][C:2]1[CH:3]=[CH:4][C:5]([CH3:9])=[C:6]([CH:8]=1)[NH2:7].[N:10]([O-])=O.[Na+].O.O.[Sn](Cl)(Cl)(Cl)Cl. The catalyst is O.Cl. The product is [ClH:1].[Cl:1][C:2]1[CH:3]=[CH:4][C:5]([CH3:9])=[C:6]([NH:7][NH2:10])[CH:8]=1. The yield is 0.760. (4) The reactants are [Cl:1][C:2]1[CH:26]=[CH:25][C:5]([CH2:6][C:7]2[C:11]([C:12]#[N:13])=[C:10]([C:14]3[CH2:15][CH2:16][O:17][CH2:18][CH:19]=3)[S:9][C:8]=2[C:20]([O:22]CC)=[O:21])=[CH:4][CH:3]=1.O1CCCC1.[OH-].[Na+].CO. No catalyst specified. The product is [Cl:1][C:2]1[CH:26]=[CH:25][C:5]([CH2:6][C:7]2[C:11]([C:12]#[N:13])=[C:10]([C:14]3[CH2:15][CH2:16][O:17][CH2:18][CH:19]=3)[S:9][C:8]=2[C:20]([OH:22])=[O:21])=[CH:4][CH:3]=1. The yield is 0.630.